Predict the reaction yield, written as a fraction of the theoretical maximum amount of product (1.0 means a 100% yield; for example, 0.34 means a 34% yield). From a dataset of Reaction yield outcomes from USPTO patents with 853,638 reactions. The reactants are [CH:1]1([N:5]2[CH2:10][CH2:9][CH:8]([O:11][C:12]3[C:17]([F:18])=[CH:16][C:15]([C:19]4[CH2:20][CH2:21][C:22](=[O:25])[NH:23][N:24]=4)=[CH:14][C:13]=3[F:26])[CH2:7][CH2:6]2)[CH2:4][CH2:3][CH2:2]1.C(=O)([O-])[O-].[Cs+].[Cs+]. The catalyst is CS(C)=O. The product is [CH:1]1([N:5]2[CH2:10][CH2:9][CH:8]([O:11][C:12]3[C:17]([F:18])=[CH:16][C:15]([C:19]4[CH:20]=[CH:21][C:22](=[O:25])[NH:23][N:24]=4)=[CH:14][C:13]=3[F:26])[CH2:7][CH2:6]2)[CH2:2][CH2:3][CH2:4]1. The yield is 0.290.